This data is from NCI-60 drug combinations with 297,098 pairs across 59 cell lines. The task is: Regression. Given two drug SMILES strings and cell line genomic features, predict the synergy score measuring deviation from expected non-interaction effect. (1) Drug 1: CCC(=C(C1=CC=CC=C1)C2=CC=C(C=C2)OCCN(C)C)C3=CC=CC=C3.C(C(=O)O)C(CC(=O)O)(C(=O)O)O. Synergy scores: CSS=12.4, Synergy_ZIP=-7.85, Synergy_Bliss=-6.47, Synergy_Loewe=-0.468, Synergy_HSA=-0.977. Drug 2: CC(C)(C#N)C1=CC(=CC(=C1)CN2C=NC=N2)C(C)(C)C#N. Cell line: A498. (2) Drug 1: C1=NC2=C(N=C(N=C2N1C3C(C(C(O3)CO)O)F)Cl)N. Drug 2: CC1=C2C(C(=O)C3(C(CC4C(C3C(C(C2(C)C)(CC1OC(=O)C(C(C5=CC=CC=C5)NC(=O)OC(C)(C)C)O)O)OC(=O)C6=CC=CC=C6)(CO4)OC(=O)C)O)C)O. Cell line: UACC62. Synergy scores: CSS=16.2, Synergy_ZIP=-1.26, Synergy_Bliss=-2.85, Synergy_Loewe=-2.22, Synergy_HSA=-1.34. (3) Drug 1: C1=NC2=C(N=C(N=C2N1C3C(C(C(O3)CO)O)O)F)N. Drug 2: CC12CCC3C(C1CCC2O)C(CC4=C3C=CC(=C4)O)CCCCCCCCCS(=O)CCCC(C(F)(F)F)(F)F. Cell line: SNB-75. Synergy scores: CSS=0.610, Synergy_ZIP=0.234, Synergy_Bliss=0.0849, Synergy_Loewe=-2.43, Synergy_HSA=-2.10.